This data is from Catalyst prediction with 721,799 reactions and 888 catalyst types from USPTO. The task is: Predict which catalyst facilitates the given reaction. (1) Reactant: [CH:1]1([CH2:4][C:5]([OH:7])=O)[CH2:3][CH2:2]1.CN(C(ON1N=NC2C=CC=CC1=2)=[N+](C)C)C.F[P-](F)(F)(F)(F)F.C1C=CC2N(O)N=NC=2C=1.Cl.[Cl:43][C:44]1[CH:53]=[CH:52][C:51]2[CH2:50][NH:49][CH2:48][CH2:47][C:46]=2[N:45]=1.CCN(C(C)C)C(C)C. Product: [Cl:43][C:44]1[CH:53]=[CH:52][C:51]2[CH2:50][N:49]([C:5](=[O:7])[CH2:4][CH:1]3[CH2:2][CH2:3]3)[CH2:48][CH2:47][C:46]=2[N:45]=1. The catalyst class is: 3. (2) Reactant: C([O:3][C:4](=O)[C:5]([OH:26])([C:19]([F:25])([F:24])[C:20]([F:23])([F:22])[F:21])[CH2:6][C:7]([C:10]1[CH:15]=[CH:14][CH:13]=[C:12]([F:16])[C:11]=1[O:17][CH3:18])([CH3:9])[CH3:8])C.[H-].[Al+3].[Li+].[H-].[H-].[H-].O. Product: [F:16][C:12]1[C:11]([O:17][CH3:18])=[C:10]([C:7]([CH3:8])([CH3:9])[CH2:6][C:5]([C:19]([F:24])([F:25])[C:20]([F:23])([F:22])[F:21])([OH:26])[CH2:4][OH:3])[CH:15]=[CH:14][CH:13]=1. The catalyst class is: 27. (3) Reactant: N1C=CN=C1.[OH:6][C:7]1[CH:14]=[CH:13][C:10]([CH:11]=[O:12])=[CH:9][CH:8]=1.[Si:15](Cl)([C:18]([CH3:21])([CH3:20])[CH3:19])([CH3:17])[CH3:16].O. The catalyst class is: 1. Product: [Si:15]([O:6][C:7]1[CH:14]=[CH:13][C:10]([CH:11]=[O:12])=[CH:9][CH:8]=1)([C:18]([CH3:21])([CH3:20])[CH3:19])([CH3:17])[CH3:16]. (4) Reactant: [F:1][C:2]1[CH:3]=[CH:4][C:5]([O:16][CH3:17])=[C:6]2[C:10]=1[NH:9][C:8]([C:11]([O:13]CC)=[O:12])=[CH:7]2.[OH-].[K+].Cl. Product: [F:1][C:2]1[CH:3]=[CH:4][C:5]([O:16][CH3:17])=[C:6]2[C:10]=1[NH:9][C:8]([C:11]([OH:13])=[O:12])=[CH:7]2. The catalyst class is: 8. (5) Reactant: [OH:1][C:2]1[CH:12]=[CH:11][C:5]([CH:6]=[CH:7][C:8]([OH:10])=O)=[CH:4][CH:3]=1.[CH3:13][O:14][C:15]1[CH:26]=[C:25]2[C:18]([NH:19][CH:20]=[C:21]2[CH2:22][CH2:23][NH2:24])=[CH:17][CH:16]=1.C(Cl)CCl.C(OCC)(=O)C. Product: [OH:1][C:2]1[CH:3]=[CH:4][C:5](/[CH:6]=[CH:7]/[C:8]([NH:24][CH2:23][CH2:22][C:21]2[C:25]3[C:18](=[CH:17][CH:16]=[C:15]([O:14][CH3:13])[CH:26]=3)[NH:19][CH:20]=2)=[O:10])=[CH:11][CH:12]=1. The catalyst class is: 81.